From a dataset of Forward reaction prediction with 1.9M reactions from USPTO patents (1976-2016). Predict the product of the given reaction. (1) Given the reactants [CH2:1]=[CH:2][CH:3]([SH:14])[CH2:4][CH2:5][CH2:6][CH2:7][CH2:8][CH2:9][CH2:10][CH2:11][CH2:12][CH3:13].[N+:15]([C:18]1[CH:19]=[CH:20][C:21]([S:24][S:24][C:21]2[CH:20]=[CH:19][C:18]([N+:15]([O-:17])=[O:16])=[CH:23][N:22]=2)=[N:22][CH:23]=1)([O-:17])=[O:16], predict the reaction product. The product is: [N+:15]([C:18]1[CH:19]=[CH:20][C:21]([S:24][S:14][CH:3]([CH2:4][CH2:5][CH2:6][CH2:7][CH2:8][CH2:9][CH2:10][CH2:11][CH2:12][CH3:13])[CH:2]=[CH2:1])=[N:22][CH:23]=1)([O-:17])=[O:16]. (2) Given the reactants Cl[C:2]1[C:11]2=[N:12][N:13](CC3C=CC(OC)=CC=3)[CH:14]=[C:10]2[C:9]2[CH:8]=[C:7]([O:24][CH3:25])[CH:6]=[CH:5][C:4]=2[N:3]=1.[N:26]1([C:31]2[CH:37]=[CH:36][C:34]([NH2:35])=[CH:33][CH:32]=2)[CH2:30][CH2:29][CH2:28][CH2:27]1.Cl, predict the reaction product. The product is: [CH3:25][O:24][C:7]1[CH:6]=[CH:5][C:4]2[N:3]=[C:2]([NH:35][C:34]3[CH:33]=[CH:32][C:31]([N:26]4[CH2:30][CH2:29][CH2:28][CH2:27]4)=[CH:37][CH:36]=3)[C:11]3=[N:12][NH:13][CH:14]=[C:10]3[C:9]=2[CH:8]=1. (3) Given the reactants [Br:1][C:2]1[N:3]=[C:4]([CH2:21][CH3:22])[C:5]([NH:10][C@@H:11]2[C:19]3[C:14](=[CH:15][CH:16]=[CH:17][CH:18]=3)[CH2:13][C@@H]2O)=[N:6][C:7]=1[CH2:8][CH3:9].C(C1C(NC2C3C=C[O:42]C=3CCC2)=NC(CC)=CN=1)C, predict the reaction product. The product is: [Br:1][C:2]1[N:3]=[C:4]([CH2:21][CH3:22])[C:5]([NH:10][CH:11]2[C:19]3[CH:14]=[CH:13][O:42][C:18]=3[CH2:17][CH2:16][CH2:15]2)=[N:6][C:7]=1[CH2:8][CH3:9]. (4) The product is: [CH:1]1([C:31](=[O:32])[CH:30]([C:37]2[CH:38]=[CH:39][C:40]([S:43]([CH3:46])(=[O:45])=[O:44])=[CH:41][CH:42]=2)[CH2:29][C:25]2[CH:26]=[CH:27][CH:28]=[C:23]([C:21]3[CH:22]=[C:13]([C:10]([S:7]([CH3:6])(=[O:9])=[O:8])([CH3:12])[CH3:11])[CH:14]=[C:15]4[C:20]=3[N:19]=[CH:18][CH:17]=[CH:16]4)[CH:24]=2)[CH2:3][CH2:2]1. Given the reactants [CH:1]1([Mg]Br)[CH2:3][CH2:2]1.[CH3:6][S:7]([C:10]([C:13]1[CH:14]=[C:15]2[C:20](=[C:21]([C:23]3[CH:24]=[C:25]([CH2:29][CH:30]([C:37]4[CH:42]=[CH:41][C:40]([S:43]([CH3:46])(=[O:45])=[O:44])=[CH:39][CH:38]=4)[C:31](N(OC)C)=[O:32])[CH:26]=[CH:27][CH:28]=3)[CH:22]=1)[N:19]=[CH:18][CH:17]=[CH:16]2)([CH3:12])[CH3:11])(=[O:9])=[O:8], predict the reaction product.